Dataset: Kir2.1 potassium channel HTS with 301,493 compounds. Task: Binary Classification. Given a drug SMILES string, predict its activity (active/inactive) in a high-throughput screening assay against a specified biological target. (1) The molecule is Brc1ccc(NC(=O)NCCN2CCCCC2)cc1. The result is 0 (inactive). (2) The compound is Brc1sc(S(=O)(=O)NC(c2ccccc2)C)cc1. The result is 1 (active). (3) The molecule is O=C(c1ccc(cc1)C)Cn1ncnc1. The result is 0 (inactive). (4) The result is 0 (inactive). The drug is s1c(C(N2CCc3c2cccc3)c2n(nnn2)C(CC)(C)C)ccc1. (5) The drug is Oc1c2c(n(CCCC)c(=O)c1C(=O)Nc1nccnc1)cccc2. The result is 0 (inactive). (6) The drug is s\1\c(n(c(=O)c1=C/c1ccc(F)cc1)CC=C)=C(\c1n2CCCCCc2nn1)C#N. The result is 0 (inactive). (7) The drug is n1(c2c(nc1/C(=C\Nc1ncccc1)C#N)cccc2)C. The result is 0 (inactive).